Dataset: Forward reaction prediction with 1.9M reactions from USPTO patents (1976-2016). Task: Predict the product of the given reaction. (1) Given the reactants [Cl:1][C:2]1[CH:7]=[CH:6][C:5]([C:8]2[C:17]3[C:12](=[CH:13][CH:14]=[C:15]([C:18]([OH:20])=O)[CH:16]=3)[CH:11]=[N:10][CH:9]=2)=[CH:4][CH:3]=1.F[B-](F)(F)F.N1(OC(N(C)C)=[N+](C)C)C2C=CC=CC=2N=N1.C(N(CC)C(C)C)(C)C.[CH3:52][S:53]([NH:56][NH2:57])(=[O:55])=[O:54], predict the reaction product. The product is: [Cl:1][C:2]1[CH:7]=[CH:6][C:5]([C:8]2[C:17]3[C:12](=[CH:13][CH:14]=[C:15]([C:18]([NH:57][NH:56][S:53]([CH3:52])(=[O:55])=[O:54])=[O:20])[CH:16]=3)[CH:11]=[N:10][CH:9]=2)=[CH:4][CH:3]=1. (2) Given the reactants [I-:1].[Zn+2:2].[I-].[F:4][C:5]1([F:12])[CH2:10][CH2:9][CH:8](O)[CH2:7][CH2:6]1, predict the reaction product. The product is: [I-:1].[F:4][C:5]1([F:12])[CH2:10][CH2:9][CH:8]([Zn+:2])[CH2:7][CH2:6]1.